This data is from Forward reaction prediction with 1.9M reactions from USPTO patents (1976-2016). The task is: Predict the product of the given reaction. (1) Given the reactants CS(Cl)(=O)=O.O[CH2:7][CH2:8][O:9][CH2:10][CH2:11][NH:12][C:13]1[N:14]=[N+:15]([O-:23])[C:16]2[CH:22]=[CH:21][CH:20]=[CH:19][C:17]=2[N:18]=1.CCN(CC)CC.[N-:31]=[N+:32]=[N-:33].[Na+], predict the reaction product. The product is: [N:31]([CH2:7][CH2:8][O:9][CH2:10][CH2:11][NH:12][C:13]1[N:14]=[N+:15]([O-:23])[C:16]2[CH:22]=[CH:21][CH:20]=[CH:19][C:17]=2[N:18]=1)=[N+:32]=[N-:33]. (2) Given the reactants [CH3:1][O:2][CH2:3][CH:4]([CH3:37])[O:5][C:6]1[CH:7]=[C:8]([O:26][C:27]2[CH:32]=[CH:31][C:30]([S:33]([CH3:36])(=[O:35])=[O:34])=[CH:29][CH:28]=2)[CH:9]=[C:10]2[C:14]=1[NH:13][C:12]([C:15]1[S:16][CH:17]([CH2:20][C:21](OCC)=[O:22])[CH2:18][N:19]=1)=[CH:11]2.[BH4-].[Li+].O, predict the reaction product. The product is: [CH3:1][O:2][CH2:3][CH:4]([CH3:37])[O:5][C:6]1[CH:7]=[C:8]([O:26][C:27]2[CH:32]=[CH:31][C:30]([S:33]([CH3:36])(=[O:35])=[O:34])=[CH:29][CH:28]=2)[CH:9]=[C:10]2[C:14]=1[NH:13][C:12]([C:15]1[S:16][CH:17]([CH2:20][CH2:21][OH:22])[CH2:18][N:19]=1)=[CH:11]2. (3) Given the reactants [CH3:1][O:2][C:3]1[C:8]2[O:9][CH2:10][O:11][C:7]=2[CH:6]=[C:5]([CH:12]=O)[CH:4]=1.[ClH:14].C([O-])([O-])=O.[K+].[K+].CO.C(O[CH:26](OCC)[CH2:27][NH:28][CH2:29][C:30]1[CH:35]=[CH:34][CH:33]=[C:32]([O:36][CH2:37][CH3:38])[C:31]=1[OH:39])C, predict the reaction product. The product is: [ClH:14].[CH2:37]([O:36][C:32]1[C:31]([OH:39])=[C:30]2[C:35]([C:26]([CH2:12][C:5]3[CH:4]=[C:3]([O:2][CH3:1])[C:8]4[O:9][CH2:10][O:11][C:7]=4[CH:6]=3)=[CH:27][N:28]=[CH:29]2)=[CH:34][CH:33]=1)[CH3:38]. (4) Given the reactants C([O:5][C:6](=[O:27])[NH:7][CH:8]1[CH2:17][CH2:16][C:15]2[C:10](=[CH:11][C:12]([OH:18])=[CH:13][CH:14]=2)[CH:9]1[CH2:19][C:20]1[CH:25]=[CH:24][C:23]([Cl:26])=[CH:22][CH:21]=1)(C)(C)C.C(OC(=O)N[CH:35]1[CH2:44][CH2:43][C:42]2[C:37](=CC(O)=CC=2)[CH:36]1[CH2:46]C1C=CC(Cl)=C(Cl)C=1)(C)(C)C.C(N(CC)CC)C.C(Cl)(=O)OCC1C=CC=CC=1, predict the reaction product. The product is: [CH2:46]([O:5][C:6](=[O:27])[NH:7][CH:8]1[CH2:17][CH2:16][C:15]2[C:10](=[CH:11][C:12]([OH:18])=[CH:13][CH:14]=2)[CH:9]1[CH2:19][C:20]1[CH:25]=[CH:24][C:23]([Cl:26])=[CH:22][CH:21]=1)[C:36]1[CH:37]=[CH:42][CH:43]=[CH:44][CH:35]=1. (5) Given the reactants Cl[C:2]1[C:7]([S:8]([N:11]2[CH2:32][CH2:31][C:14]3([C:18](=[O:19])[N:17]([C:20]4[CH:25]=[CH:24][C:23]([O:26][C:27]([F:30])([F:29])[F:28])=[CH:22][CH:21]=4)[CH2:16][CH2:15]3)[CH2:13][CH2:12]2)(=[O:10])=[O:9])=[CH:6][CH:5]=[CH:4][N:3]=1.[OH-].[NH4+:34], predict the reaction product. The product is: [NH2:34][C:2]1[C:7]([S:8]([N:11]2[CH2:32][CH2:31][C:14]3([C:18](=[O:19])[N:17]([C:20]4[CH:25]=[CH:24][C:23]([O:26][C:27]([F:30])([F:29])[F:28])=[CH:22][CH:21]=4)[CH2:16][CH2:15]3)[CH2:13][CH2:12]2)(=[O:10])=[O:9])=[CH:6][CH:5]=[CH:4][N:3]=1. (6) Given the reactants [CH3:1][NH:2][S:3]([C:6]1[CH:11]=[CH:10][C:9]([C:12]2[C:20]3[C:19]4[CH2:21][NH:22][CH2:23][CH2:24][C:18]=4[NH:17][C:16]=3[N:15]=[CH:14][CH:13]=2)=[CH:8][CH:7]=1)(=[O:5])=[O:4].[C:25](OC(=O)C)(=[O:27])[CH3:26].CCN(C(C)C)C(C)C, predict the reaction product. The product is: [C:25]([N:22]1[CH2:23][CH2:24][C:18]2[NH:17][C:16]3[N:15]=[CH:14][CH:13]=[C:12]([C:9]4[CH:8]=[CH:7][C:6]([S:3]([NH:2][CH3:1])(=[O:5])=[O:4])=[CH:11][CH:10]=4)[C:20]=3[C:19]=2[CH2:21]1)(=[O:27])[CH3:26]. (7) Given the reactants [Br:1][C:2]1[CH:3]=[C:4]2[C:8](=[CH:9][CH:10]=1)[N:7]([CH3:11])[C:6]1[C:12](=[O:18])[NH:13][CH2:14][CH2:15][C:16](=[O:17])[C:5]2=1.Br[CH2:20][CH2:21][O:22][CH3:23], predict the reaction product. The product is: [Br:1][C:2]1[CH:3]=[C:4]2[C:8](=[CH:9][CH:10]=1)[N:7]([CH3:11])[C:6]1[C:12](=[O:18])[N:13]([CH2:20][CH2:21][O:22][CH3:23])[CH2:14][CH2:15][C:16](=[O:17])[C:5]2=1. (8) Given the reactants CN([CH:4]=[C:5]1[C:11](=O)[C:10]2[CH:13]=[C:14]([F:17])[CH:15]=[CH:16][C:9]=2[NH:8][C:7](=[O:18])[CH2:6]1)C.Cl.[C:20]([NH2:25])(=[NH:24])[CH2:21][CH2:22][CH3:23], predict the reaction product. The product is: [F:17][C:14]1[CH:15]=[CH:16][C:9]2[NH:8][C:7](=[O:18])[CH2:6][C:5]3[CH:4]=[N:24][C:20]([CH2:21][CH2:22][CH3:23])=[N:25][C:11]=3[C:10]=2[CH:13]=1. (9) Given the reactants C([O:5][C:6](=O)[NH:7][CH:8]1[CH2:13][CH2:12][N:11]([CH2:14][CH2:15][C:16]2[CH:21]=[CH:20][C:19]([O:22][C:23]3[S:24][C:25]4[CH:31]=[CH:30][CH:29]=[CH:28][C:26]=4[N:27]=3)=[CH:18][CH:17]=2)[CH2:10][CH2:9]1)(C)(C)C.[N:33]1C=CC=CC=1.C(N(CC)CC)C.C(Cl)[Cl:47], predict the reaction product. The product is: [ClH:47].[S:24]1[C:25]2[CH:31]=[CH:30][CH:29]=[CH:28][C:26]=2[N:27]=[C:23]1[O:22][C:19]1[CH:18]=[CH:17][C:16]([CH2:15][CH2:14][N:11]2[CH2:10][CH2:9][CH:8]([NH2:7])[CH2:13][CH2:12]2)=[CH:21][CH:20]=1.[S:24]1[C:25]2[CH:31]=[CH:30][CH:29]=[CH:28][C:26]=2[N:27]=[C:23]1[O:22][C:19]1[CH:18]=[CH:17][C:16]([CH2:15][CH2:14][N:11]2[CH2:12][CH2:13][CH:8]([NH:7][C:6]([NH2:33])=[O:5])[CH2:9][CH2:10]2)=[CH:21][CH:20]=1. (10) Given the reactants [F:1][C:2]1[C:3]([O:31][CH3:32])=[CH:4][C:5]([CH2:26][C:27]([F:30])([F:29])[F:28])=[C:6]([C:8]2[N:13]=[CH:12][C:11]3[C:14]([I:25])=[N:15][N:16]([CH2:17][O:18][CH2:19][CH2:20][Si:21]([CH3:24])([CH3:23])[CH3:22])[C:10]=3[CH:9]=2)[CH:7]=1.C1C=C(Cl)C=C(C(OO)=[O:41])C=1, predict the reaction product. The product is: [F:1][C:2]1[C:3]([O:31][CH3:32])=[CH:4][C:5]([CH2:26][C:27]([F:29])([F:28])[F:30])=[C:6]([C:8]2[N+:13]([O-:41])=[CH:12][C:11]3[C:14]([I:25])=[N:15][N:16]([CH2:17][O:18][CH2:19][CH2:20][Si:21]([CH3:24])([CH3:22])[CH3:23])[C:10]=3[CH:9]=2)[CH:7]=1.